This data is from CYP3A4 inhibition data for predicting drug metabolism from PubChem BioAssay. The task is: Regression/Classification. Given a drug SMILES string, predict its absorption, distribution, metabolism, or excretion properties. Task type varies by dataset: regression for continuous measurements (e.g., permeability, clearance, half-life) or binary classification for categorical outcomes (e.g., BBB penetration, CYP inhibition). Dataset: cyp3a4_veith. (1) The molecule is COc1ccc(CNc2ncnc3ccc(-c4ccc(N(C)C)cc4)cc23)c(OC)c1. The result is 1 (inhibitor). (2) The compound is CN(C)Cc1ccccc1-c1cc(NC2CC2)ncn1. The result is 1 (inhibitor). (3) The drug is CCc1ccc(OCCCC(=O)Nc2ccc(N3CCCCC3)cc2)cc1. The result is 0 (non-inhibitor).